Dataset: Reaction yield outcomes from USPTO patents with 853,638 reactions. Task: Predict the reaction yield, written as a fraction of the theoretical maximum amount of product (1.0 means a 100% yield; for example, 0.34 means a 34% yield). The reactants are [N+:1]([C:4]1[CH:5]=[N:6][C:7]([O:10][CH2:11][CH2:12][CH2:13][N:14]2[CH2:19][CH2:18][CH2:17][CH2:16][CH2:15]2)=[N:8][CH:9]=1)([O-])=O. The catalyst is CO. The product is [NH2:1][C:4]1[CH:5]=[N:6][C:7]([O:10][CH2:11][CH2:12][CH2:13][N:14]2[CH2:19][CH2:18][CH2:17][CH2:16][CH2:15]2)=[N:8][CH:9]=1. The yield is 0.680.